Task: Predict the reactants needed to synthesize the given product.. Dataset: Full USPTO retrosynthesis dataset with 1.9M reactions from patents (1976-2016) (1) Given the product [Cl:1][C:2]1[CH:3]=[C:4]2[C:10]([C:11]3[N:16]=[C:15]([NH:17][C@H:18]4[CH2:23][CH2:22][CH2:21][N:20]([CH2:24][CH:25]([OH:29])[CH2:26][O:27][CH3:28])[CH2:19]4)[C:14]([F:30])=[CH:13][N:12]=3)=[CH:9][NH:8][C:5]2=[N:6][CH:7]=1, predict the reactants needed to synthesize it. The reactants are: [Cl:1][C:2]1[CH:3]=[C:4]2[C:10]([C:11]3[N:16]=[C:15]([NH:17][C@H:18]4[CH2:23][CH2:22][CH2:21][N:20]([CH2:24][CH:25]([OH:29])[CH2:26][O:27][CH3:28])[CH2:19]4)[C:14]([F:30])=[CH:13][N:12]=3)=[CH:9][N:8](S(C3C=CC(C)=CC=3)(=O)=O)[C:5]2=[N:6][CH:7]=1.[Li+].[OH-]. (2) Given the product [ClH:43].[Br:16][C:14]1[CH:15]=[C:10]([C:4]2[C:5](=[O:7])[N:18]([C:20]3[CH:21]=[C:22]([N:26]4[CH2:31][CH2:30][O:29][CH2:28][CH2:27]4)[N:23]=[CH:24][N:25]=3)[NH:2][CH:3]=2)[CH:11]=[N:12][CH:13]=1, predict the reactants needed to synthesize it. The reactants are: C[N:2](C)[CH:3]=[C:4]([C:10]1[CH:11]=[N:12][CH:13]=[C:14]([Br:16])[CH:15]=1)[C:5]([O:7]CC)=O.[NH:18]([C:20]1[N:25]=[CH:24][N:23]=[C:22]([N:26]2[CH2:31][CH2:30][O:29][CH2:28][CH2:27]2)[CH:21]=1)N.C1(C)C=CC(S(O)(=O)=O)=CC=1.[ClH:43]. (3) The reactants are: P(Cl)(Cl)(Cl)=O.[CH3:6][N:7]([CH3:10])[CH:8]=O.[Br:11][C:12]1[CH:17]=[CH:16][C:15]([CH2:18][C:19](O)=[O:20])=[CH:14][CH:13]=1.C(=O)([O-])[O-].[K+].[K+]. Given the product [Br:11][C:12]1[CH:17]=[CH:16][C:15](/[C:18](=[CH:8]/[N:7]([CH3:10])[CH3:6])/[CH:19]=[O:20])=[CH:14][CH:13]=1, predict the reactants needed to synthesize it. (4) The reactants are: [CH2:1]([O:8][C:9]([N:11]1[CH2:15][C@H:14]([O:16][C:17]([CH3:20])([CH3:19])[CH3:18])[CH2:13][C@H:12]1[C:21](=[O:30])[NH:22][C:23]1[CH:28]=[CH:27][CH:26]=[CH:25][C:24]=1Br)=[O:10])[C:2]1[CH:7]=[CH:6][CH:5]=[CH:4][CH:3]=1.C([O-])([O-])=O.[Cs+].[Cs+].O. Given the product [CH2:1]([O:8][C:9]([N:11]1[CH2:15][C@H:14]([O:16][C:17]([CH3:20])([CH3:19])[CH3:18])[CH2:13][C@H:12]1[C:21]1[O:30][C:24]2[CH:25]=[CH:26][CH:27]=[CH:28][C:23]=2[N:22]=1)=[O:10])[C:2]1[CH:7]=[CH:6][CH:5]=[CH:4][CH:3]=1, predict the reactants needed to synthesize it. (5) Given the product [CH2:2]([C@@:9]12[CH2:38][CH2:37][C:32](=[O:33])[CH2:31][C@@H:10]1[CH2:11][N:12]([CH3:30])[CH2:13][C:14]1[CH:19]=[C:18]([C:20]([NH:22][C:23]3[C:24]([CH3:29])=[N:25][CH:26]=[CH:27][CH:28]=3)=[O:21])[CH:17]=[CH:16][C:15]=12)[C:3]1[CH:4]=[CH:5][CH:6]=[CH:7][CH:8]=1.[CH2:2]([C@@:9]12[CH2:38][CH2:37][C@H:32]([OH:33])[CH2:31][C@@H:10]1[CH2:11][N:12]([CH3:30])[CH2:13][C:14]1[CH:19]=[C:18]([C:20]([NH:22][C:23]3[C:24]([CH3:29])=[N:25][CH:26]=[CH:27][CH:28]=3)=[O:21])[CH:17]=[CH:16][C:15]=12)[C:3]1[CH:4]=[CH:5][CH:6]=[CH:7][CH:8]=1, predict the reactants needed to synthesize it. The reactants are: Cl.[CH2:2]([C@@:9]12[CH2:38][CH2:37][C:32]3(OCC[O:33]3)[CH2:31][C@@H:10]1[CH2:11][N:12]([CH3:30])[CH2:13][C:14]1[CH:19]=[C:18]([C:20]([NH:22][C:23]3[C:24]([CH3:29])=[N:25][CH:26]=[CH:27][CH:28]=3)=[O:21])[CH:17]=[CH:16][C:15]=12)[C:3]1[CH:8]=[CH:7][CH:6]=[CH:5][CH:4]=1.C([O-])(O)=O.[Na+]. (6) The reactants are: B([C:4]1[CH:15]=[C:14]([Cl:16])[CH:13]=[CH:12][C:5]=1[O:6][C@@H:7]([CH3:11])[C:8]([OH:10])=[O:9])(O)O.FC(F)(F)S(O[C:23]1[CH:28]=[CH:27][C:26]([S:29]([CH3:32])(=[O:31])=[O:30])=[CH:25][C:24]=1[F:33])(=O)=O. Given the product [Cl:16][C:14]1[CH:13]=[CH:12][C:5]([O:6][C@@H:7]([CH3:11])[C:8]([OH:10])=[O:9])=[C:4]([C:23]2[CH:28]=[CH:27][C:26]([S:29]([CH3:32])(=[O:31])=[O:30])=[CH:25][C:24]=2[F:33])[CH:15]=1, predict the reactants needed to synthesize it. (7) Given the product [NH:1]1[C:9]2[C:4](=[CH:5][CH:6]=[CH:7][CH:8]=2)[C:3](/[CH:10]=[C:11]2\[O:12][C:13]3[C:20](/[CH:21]=[CH:22]\[CH2:23][CH:24]4[CH2:29][CH2:28][NH:27][CH2:26][CH2:25]4)=[C:19]([O:37][CH3:38])[CH:18]=[CH:17][C:14]=3[C:15]\2=[O:16])=[N:2]1, predict the reactants needed to synthesize it. The reactants are: [NH:1]1[C:9]2[C:4](=[CH:5][CH:6]=[CH:7][CH:8]=2)[C:3](/[CH:10]=[C:11]2\[O:12][C:13]3[C:20](/[CH:21]=[CH:22]\[CH2:23][CH:24]4[CH2:29][CH2:28][N:27](C(OC(C)(C)C)=O)[CH2:26][CH2:25]4)=[C:19]([O:37][CH3:38])[CH:18]=[CH:17][C:14]=3[C:15]\2=[O:16])=[N:2]1.Cl. (8) Given the product [ClH:38].[ClH:38].[CH:10]([O:9][C:3]1[C:2]([NH:13][C:14]2[CH:15]=[C:16]3[C:20]4=[C:21]([CH2:23][O:24][CH2:25][CH2:26][N:19]4[C@H:18]4[CH2:27][CH2:28][NH:29][CH2:30][C@@H:17]34)[CH:22]=2)=[CH:7][C:6]([CH3:8])=[CH:5][N:4]=1)([CH3:12])[CH3:11], predict the reactants needed to synthesize it. The reactants are: Br[C:2]1[C:3]([O:9][CH:10]([CH3:12])[CH3:11])=[N:4][CH:5]=[C:6]([CH3:8])[CH:7]=1.[NH2:13][C:14]1[CH:15]=[C:16]2[C:20]3=[C:21]([CH2:23][O:24][CH2:25][CH2:26][N:19]3[C@H:18]3[CH2:27][CH2:28][N:29](C(OC(C)(C)C)=O)[CH2:30][C@@H:17]23)[CH:22]=1.[Cl:38]CCl.